From a dataset of Full USPTO retrosynthesis dataset with 1.9M reactions from patents (1976-2016). Predict the reactants needed to synthesize the given product. (1) The reactants are: [NH2:1][C@@H:2]1[CH2:7][CH2:6][CH2:5][C@@:4]([C:9]#[C:10][C:11]2[CH:16]=[CH:15][CH:14]=[C:13]([Cl:17])[CH:12]=2)([OH:8])[CH2:3]1.[O:18]1[CH:22]=[CH:21][C:20]([C:23](O)=[O:24])=[CH:19]1.C(Cl)CCl.CCN(CC)CC. Given the product [Cl:17][C:13]1[CH:12]=[C:11]([C:10]#[C:9][C@@:4]2([OH:8])[CH2:5][CH2:6][CH2:7][C@@H:2]([NH:1][C:23]([C:20]3[CH:21]=[CH:22][O:18][CH:19]=3)=[O:24])[CH2:3]2)[CH:16]=[CH:15][CH:14]=1, predict the reactants needed to synthesize it. (2) Given the product [Cl:24][C:8]1([C:5]2[CH:6]=[CH:7][C:2]([Cl:1])=[CH:3][CH:4]=2)[C:16]2[C:11](=[CH:12][CH:13]=[CH:14][CH:15]=2)[C:10](=[O:17])[N:9]1[CH2:18][CH2:19][CH3:20], predict the reactants needed to synthesize it. The reactants are: [Cl:1][C:2]1[CH:7]=[CH:6][C:5]([C:8]2(O)[C:16]3[C:11](=[CH:12][CH:13]=[CH:14][CH:15]=3)[C:10](=[O:17])[N:9]2[CH2:18][CH2:19][CH3:20])=[CH:4][CH:3]=1.S(Cl)([Cl:24])=O. (3) Given the product [CH3:34][O:35][C:36]([C:38]1[CH:47]=[C:46]([N:48]2[CH2:53][CH2:52][NH:51][CH2:50][CH2:49]2)[C:45]2[C:40](=[C:41]([OH:61])[CH:42]=[CH:43][CH:44]=2)[N:39]=1)=[O:37], predict the reactants needed to synthesize it. The reactants are: COC(C1C=C(NS(C2C=CC(C)=CC=2)(=O)=O)C2C(=C(OCC3C=CC=CC=3)C=CC=2)N=1)=O.[CH3:34][O:35][C:36]([C:38]1[CH:47]=[C:46]([N:48]2[CH2:53][CH2:52][N:51](CC3C=CC=CC=3)[CH2:50][CH2:49]2)[C:45]2[C:40](=[C:41]([O:61]CC3C=CC=CC=3)[CH:42]=[CH:43][CH:44]=2)[N:39]=1)=[O:37]. (4) Given the product [CH3:30][S:31]([O:23][CH2:22][C@@H:7]1[C@H:8]([NH:11][C:12]([O:13][CH2:14][C:15]2[CH:20]=[CH:19][CH:18]=[CH:17][CH:16]=2)=[O:21])[C:9](=[O:10])[N:6]1[CH2:5][C:4]1[CH:24]=[CH:25][C:26]([O:28][CH3:29])=[CH:27][C:3]=1[O:2][CH3:1])(=[O:33])=[O:32], predict the reactants needed to synthesize it. The reactants are: [CH3:1][O:2][C:3]1[CH:27]=[C:26]([O:28][CH3:29])[CH:25]=[CH:24][C:4]=1[CH2:5][N:6]1[C:9](=[O:10])[C@@H:8]([NH:11][C:12](=[O:21])[O:13][CH2:14][C:15]2[CH:20]=[CH:19][CH:18]=[CH:17][CH:16]=2)[C@H:7]1[CH2:22][OH:23].[CH3:30][S:31](Cl)(=[O:33])=[O:32].